This data is from Forward reaction prediction with 1.9M reactions from USPTO patents (1976-2016). The task is: Predict the product of the given reaction. (1) Given the reactants [Br:1][C:2]1[CH:3]=[C:4]([C:11]([O:13][CH2:14][CH3:15])=[O:12])[C:5]2[CH:10]=[N:9][NH:8][C:6]=2[N:7]=1.C([O-])([O-])=O.[K+].[K+].Br[CH:23]1[CH2:28][CH2:27][CH2:26][CH2:25][CH2:24]1, predict the reaction product. The product is: [Br:1][C:2]1[CH:3]=[C:4]([C:11]([O:13][CH2:14][CH3:15])=[O:12])[C:5]2[CH:10]=[N:9][N:8]([CH:23]3[CH2:28][CH2:27][CH2:26][CH2:25][CH2:24]3)[C:6]=2[N:7]=1. (2) The product is: [O:77]=[C:58]1[C:59]2[C:64](=[CH:63][CH:62]=[C:61]([C:67](=[O:76])[NH:68][CH2:69][C:70]3[CH:75]=[CH:74][N:73]=[CH:72][CH:71]=3)[CH:60]=2)[CH:65]=[CH:66][N:57]1[CH2:56][C:53]1[CH:54]=[CH:55][C:50]([C:49]([OH:78])=[O:48])=[CH:51][CH:52]=1. Given the reactants C(OC(C1C=CC(CN2C=CC3C(=CC(C(O)=O)=CC=3)C2=O)=CC=1)=O)(C)(C)C.NC1C=CN=C(C)C=1.C(O)(C(F)(F)F)=O.C([O:48][C:49](=[O:78])[C:50]1[CH:55]=[CH:54][C:53]([CH2:56][N:57]2[CH:66]=[CH:65][C:64]3[C:59](=[CH:60][C:61]([C:67](=[O:76])[NH:68][CH2:69][C:70]4[CH:75]=[CH:74][N:73]=[CH:72][CH:71]=4)=[CH:62][CH:63]=3)[C:58]2=[O:77])=[CH:52][CH:51]=1)(C)(C)C, predict the reaction product. (3) Given the reactants [Cl:1][C:2]1[CH:3]=[C:4]2[C:9](=[CH:10][CH:11]=1)[CH:8]=[C:7]([S:12]([CH2:15][CH2:16][C:17]([N:19]1[CH2:24][CH2:23][N:22]([CH2:25][C:26]3[N:27]([CH3:33])/[C:28](=[N:31]/[CH3:32])/[S:29][CH:30]=3)[CH2:21][CH:20]1[C:34]([O:36]C(C)(C)C)=[O:35])=[O:18])(=[O:14])=[O:13])[CH:6]=[CH:5]2, predict the reaction product. The product is: [ClH:1].[ClH:1].[Cl:1][C:2]1[CH:3]=[C:4]2[C:9](=[CH:10][CH:11]=1)[CH:8]=[C:7]([S:12]([CH2:15][CH2:16][C:17]([N:19]1[CH2:24][CH2:23][N:22]([CH2:25][C:26]3[N:27]([CH3:33])/[C:28](=[N:31]/[CH3:32])/[S:29][CH:30]=3)[CH2:21][CH:20]1[C:34]([OH:36])=[O:35])=[O:18])(=[O:14])=[O:13])[CH:6]=[CH:5]2. (4) Given the reactants [CH2:1]([O:8][C:9]1[C:10]([CH2:30][CH3:31])=[C:11]([OH:29])[C:12]([O:15][C:16]2[C:24]([CH3:25])=[CH:23][C:22]([N+:26]([O-:28])=[O:27])=[C:21]3[C:17]=2[CH2:18][CH2:19][CH2:20]3)=[CH:13][CH:14]=1)[C:2]1[CH:7]=[CH:6][CH:5]=[CH:4][CH:3]=1.[C:32]1([CH2:38][CH2:39]O)[CH:37]=[CH:36][CH:35]=[CH:34][CH:33]=1, predict the reaction product. The product is: [CH2:1]([O:8][C:9]1[CH:14]=[CH:13][C:12]([O:15][C:16]2[C:24]([CH3:25])=[CH:23][C:22]([N+:26]([O-:28])=[O:27])=[C:21]3[C:17]=2[CH2:18][CH2:19][CH2:20]3)=[C:11]([O:29][CH2:39][CH2:38][C:32]2[CH:37]=[CH:36][CH:35]=[CH:34][CH:33]=2)[C:10]=1[CH2:30][CH3:31])[C:2]1[CH:7]=[CH:6][CH:5]=[CH:4][CH:3]=1. (5) Given the reactants [O:1]1[CH:5]=[CH:4][CH:3]=[C:2]1[C:6]1[CH:17]=[C:16]([CH3:18])[CH:15]=[C:14]([CH3:19])[C:7]=1[O:8][CH2:9][C:10](OC)=[O:11].[NH2:20][NH2:21], predict the reaction product. The product is: [O:1]1[CH:5]=[CH:4][CH:3]=[C:2]1[C:6]1[CH:17]=[C:16]([CH3:18])[CH:15]=[C:14]([CH3:19])[C:7]=1[O:8][CH2:9][C:10]([NH:20][NH2:21])=[O:11]. (6) The product is: [CH3:32][N:33]([CH2:34][C:35]([N:29]1[CH2:30][CH2:31][CH:26]([C:18]2[N:19]3[C:24]([C:23]([NH2:25])=[N:22][CH:21]=[N:20]3)=[C:16]([C:11]3[CH:12]=[CH:13][C:14]4[C:9]([CH:10]=3)=[N:8][N:7]([C:1]3[CH:2]=[CH:3][CH:4]=[CH:5][CH:6]=3)[CH:15]=4)[CH:17]=2)[CH2:27][CH2:28]1)=[O:36])[CH3:38]. Given the reactants [C:1]1([N:7]2[CH:15]=[C:14]3[C:9]([CH:10]=[C:11]([C:16]4[CH:17]=[C:18]([CH:26]5[CH2:31][CH2:30][NH:29][CH2:28][CH2:27]5)[N:19]5[C:24]=4[C:23]([NH2:25])=[N:22][CH:21]=[N:20]5)[CH:12]=[CH:13]3)=[N:8]2)[CH:6]=[CH:5][CH:4]=[CH:3][CH:2]=1.[CH3:32][N:33]([CH3:38])[CH2:34][C:35](O)=[O:36].CCN=C=NCCCN(C)C.Cl.C1C=CC2N(O)N=NC=2C=1.C(N(CC)C(C)C)(C)C, predict the reaction product. (7) The product is: [O:9]1[CH2:10][CH2:11][O:12][CH:8]1[C:4]1[CH:3]=[C:2]([CH:24]([C:25]2[CH:30]=[CH:29][CH:28]=[CH:27][CH:26]=2)[OH:31])[CH:7]=[CH:6][CH:5]=1. Given the reactants Br[C:2]1[CH:3]=[C:4]([CH:8]2[O:12][CH2:11][CH2:10][O:9]2)[CH:5]=[CH:6][CH:7]=1.C([Li])CCC.CCCCCC.[CH:24](=[O:31])[C:25]1[CH:30]=[CH:29][CH:28]=[CH:27][CH:26]=1, predict the reaction product. (8) The product is: [CH2:3]([CH:4]1[CH2:9][CH2:8][N:7]([C:10]([O:12][C:13]([CH3:16])([CH3:15])[CH3:14])=[O:11])[CH2:6][CH2:5]1)[C:2]#[CH:17]. Given the reactants O=[CH:2][CH2:3][CH:4]1[CH2:9][CH2:8][N:7]([C:10]([O:12][C:13]([CH3:16])([CH3:15])[CH3:14])=[O:11])[CH2:6][CH2:5]1.[C:17](=O)([O-])[O-].[K+].[K+].[N+](=C(P(=O)(OC)OC)C(=O)C)=[N-].C(OCC)(=O)C, predict the reaction product. (9) Given the reactants [Cl:1][C:2]1C=[C:6](Cl)[C:5]([F:9])=[CH:4][N:3]=1.CC[N:12](CC)CC.[CH:17]1([NH2:20])[CH2:19][CH2:18]1, predict the reaction product. The product is: [Cl:1][C:2]1[N:12]=[C:6]([NH:20][CH:17]2[CH2:19][CH2:18]2)[C:5]([F:9])=[CH:4][N:3]=1. (10) Given the reactants [OH-].[Na+].[CH2:3]([N:10]([CH2:40][C:41]1[CH:46]=[CH:45][CH:44]=[CH:43][CH:42]=1)[C:11]1[CH:16]=[C:15]([F:17])[C:14]([NH:18][C:19]2[CH:24]=[CH:23][N:22]=[C:21]3[N:25](S(C4C=CC(C)=CC=4)(=O)=O)[CH:26]=[C:27]([CH3:28])[C:20]=23)=[C:13]([F:39])[CH:12]=1)[C:4]1[CH:9]=[CH:8][CH:7]=[CH:6][CH:5]=1.O.C(OCC)(=O)C, predict the reaction product. The product is: [CH2:40]([N:10]([CH2:3][C:4]1[CH:9]=[CH:8][CH:7]=[CH:6][CH:5]=1)[C:11]1[CH:16]=[C:15]([F:17])[C:14]([NH:18][C:19]2[CH:24]=[CH:23][N:22]=[C:21]3[NH:25][CH:26]=[C:27]([CH3:28])[C:20]=23)=[C:13]([F:39])[CH:12]=1)[C:41]1[CH:42]=[CH:43][CH:44]=[CH:45][CH:46]=1.